This data is from Full USPTO retrosynthesis dataset with 1.9M reactions from patents (1976-2016). The task is: Predict the reactants needed to synthesize the given product. (1) Given the product [F:12][C:13]1[CH:18]=[C:17]([C:2]2[CH:3]=[CH:4][C:5]([CH3:11])=[C:6]([CH:10]=2)[C:7]([OH:9])=[O:8])[CH:16]=[CH:15][CH:14]=1, predict the reactants needed to synthesize it. The reactants are: Br[C:2]1[CH:3]=[CH:4][C:5]([CH3:11])=[C:6]([CH:10]=1)[C:7]([OH:9])=[O:8].[F:12][C:13]1[CH:14]=[C:15](B(O)O)[CH:16]=[CH:17][CH:18]=1.CN(C=O)C.C([O-])([O-])=O.[Na+].[Na+]. (2) Given the product [CH2:27]([N:29]([CH2:12][CH:13]1[O:18][C:17]2[CH:19]=[C:20]([S:23]([CH3:26])(=[O:24])=[O:25])[CH:21]=[CH:22][C:16]=2[O:15][CH2:14]1)[CH2:30][CH3:31])[CH3:28], predict the reactants needed to synthesize it. The reactants are: CC1C=CC(S(O[CH2:12][CH:13]2[O:18][C:17]3[CH:19]=[C:20]([S:23]([CH3:26])(=[O:25])=[O:24])[CH:21]=[CH:22][C:16]=3[O:15][CH2:14]2)(=O)=O)=CC=1.[CH2:27]([NH:29][CH2:30][CH3:31])[CH3:28].